From a dataset of Forward reaction prediction with 1.9M reactions from USPTO patents (1976-2016). Predict the product of the given reaction. Given the reactants [CH3:1][C:2]1([CH3:8])[CH2:6][NH:5][CH2:4][CH:3]1[OH:7].[OH-].[Na+].[C:11](Cl)(=[O:20])[O:12][CH2:13][C:14]1[CH:19]=[CH:18][CH:17]=[CH:16][CH:15]=1, predict the reaction product. The product is: [OH:7][CH:3]1[CH2:4][N:5]([C:11]([O:12][CH2:13][C:14]2[CH:19]=[CH:18][CH:17]=[CH:16][CH:15]=2)=[O:20])[CH2:6][C:2]1([CH3:8])[CH3:1].